This data is from Experimentally validated miRNA-target interactions with 360,000+ pairs, plus equal number of negative samples. The task is: Binary Classification. Given a miRNA mature sequence and a target amino acid sequence, predict their likelihood of interaction. (1) The miRNA is mmu-let-7f-5p with sequence UGAGGUAGUAGAUUGUAUAGUU. The protein sequence of the target gene is MPSKGKDKKKGKSKGKDTKKLIKTDESVVDRAKANASLWEARLEVTELSRIKYRDTSRILAKSNEDLKKKQCKMEKDIMSVLSYLKKQDQEKDNMIEKLKQQLNETKEKAQEEKDKLEQKYTRQINELEGQFHQKAKEIGMIHTELKAVRQFQKRKIQVERELDDLKENLRNTERIHQETLRRLESRFFEEKHRLEQEAEKKIIMLAERAHHEAIVQLNDAGRNVFKENDYLQKALAYHLKETDALQKNSQKLQESHTLLLHQKEINDLLVKEKIMQLVQQRSQIQTLQKKVVNLETALS.... Result: 0 (no interaction). (2) The miRNA is hsa-miR-340-3p with sequence UCCGUCUCAGUUACUUUAUAGC. The protein sequence of the target gene is MSTIGSFEGFQAVSLKQEGDDQPSETDHLSMEEEDPMPRQISRQSSVTESTLYPNPYHQPYISRKYFATRPGAIETAMEDLKGHVAETSGETIQGFWLLTKIDHWNNEKERILLVTDKTLLICKYDFIMLSCVQLQRIPLSAVYRICLGKFTFPGMSLDKRQGEGLRIYWGSPEEQSLLSRWNPWSTEVPYATFTEHPMKYTSEKFLEICKLSGFMSKLVPAIQNAHKNSTGSGRGKKLMVLTEPILIETYTGLMSFIGNRNKLGYSLARGSIGF. Result: 0 (no interaction). (3) The miRNA is hsa-miR-6842-3p with sequence UUGGCUGGUCUCUGCUCCGCAG. The protein sequence of the target gene is MTQPVPRLSVPAALALGSAALGAAFATGLFLGRRCPPWRGRREQCLLPPEDSRLWQYLLSRSMREHPALRSLRLLTLEQPQGDSMMTCEQAQLLANLARLIQAKKALDLGTFTGYSALALALALPADGRVVTCEVDAQPPELGRPLWRQAEAEHKIDLRLKPALETLDELLAAGEAGTFDVAVVDADKENCSAYYERCLQLLRPGGILAVLRVLWRGKVLQPPKGDVAAECVRNLNERIRRDVRVYISLLPLGDGLTLAFKI. Result: 0 (no interaction). (4) The miRNA is dre-miR-218a with sequence UUGUGCUUGAUCUAACCAUGUG. The protein sequence of the target gene is MSKPSDHIKRPMNAFMVWSRGQRRKMAQENPKMHNSEISKRLGAEWKLLSEAEKRPYIDEAKRLRAQHMKEHPDYKYRPRRKPKNLLKKDRYVFPLPYLGDTDPLKAAGLPVGASDGLLSAPEKARAFLPPASAPYSLLDPAQFSSSAIQKMGEVPHTLATSALPYASTLGYQNGAFGSLSCPSQHTHTHPSPTNPGYVVPCNCTAWSASTLQPPVAYILFPGMTKTGIDPYSSAHATAM. Result: 0 (no interaction).